This data is from Forward reaction prediction with 1.9M reactions from USPTO patents (1976-2016). The task is: Predict the product of the given reaction. (1) Given the reactants CC(O[Hg][C:6]1[CH:11]=[CH:10][CH:9]=[CH:8][CH:7]=1)=O.[C:12]([O-:20])(=[O:19])[C:13]1[CH:18]=[CH:17][CH:16]=[CH:15][CH:14]=1.B([O-])([O-])[O-].[Br-].[Cl-], predict the reaction product. The product is: [C:12]([O:20][C:6]1[CH:7]=[CH:8][CH:9]=[CH:10][CH:11]=1)(=[O:19])[C:13]1[CH:18]=[CH:17][CH:16]=[CH:15][CH:14]=1. (2) Given the reactants O1C(C2C=C3C(=CC=2)NC(=O)C3)=CN=C1.COC(OC)(N(C)C)C.[CH3:25][N:26]([CH3:44])[C:27](=[C:29]1[C:37]2[C:32](=[CH:33][CH:34]=[C:35]([C:38]3[O:42][CH:41]=[N:40][CH:39]=3)[CH:36]=2)[NH:31][C:30]1=[O:43])[CH3:28].[S:45]([NH2:55])(=[O:54])([C:47]1[CH:52]=[CH:51][C:50]([NH2:53])=[CH:49][CH:48]=1)=[O:46], predict the reaction product. The product is: [CH3:44][N:26]([CH3:25])[C:27](=[C:29]1[C:37]2[C:32](=[CH:33][CH:34]=[C:35]([C:38]3[O:42][CH:41]=[N:40][CH:39]=3)[CH:36]=2)[NH:31][C:30]1=[O:43])[CH3:28].[O:42]1[C:38]([C:35]2[CH:36]=[C:37]3[C:32](=[CH:33][CH:34]=2)[NH:31][C:30](=[O:43])[C:29]3=[C:27]([NH:53][C:50]2[CH:49]=[CH:48][C:47]([S:45]([NH2:55])(=[O:54])=[O:46])=[CH:52][CH:51]=2)[CH3:28])=[CH:39][N:40]=[CH:41]1. (3) The product is: [Cl:1][C:2]1[CH:17]=[CH:16][C:5]([O:6][C:7]2[CH:15]=[CH:14][C:10]([C:11]([NH:24][CH2:21][CH2:22][CH3:23])=[O:12])=[CH:9][CH:8]=2)=[C:4]([N+:18]([O-:20])=[O:19])[CH:3]=1. Given the reactants [Cl:1][C:2]1[CH:17]=[CH:16][C:5]([O:6][C:7]2[CH:15]=[CH:14][C:10]([C:11](Cl)=[O:12])=[CH:9][CH:8]=2)=[C:4]([N+:18]([O-:20])=[O:19])[CH:3]=1.[CH2:21]([NH2:24])[CH2:22][CH3:23], predict the reaction product. (4) Given the reactants [CH3:1][O:2][C:3](=[O:15])[CH:4]([O:13][CH3:14])[CH2:5][C:6]1[CH:11]=[CH:10][CH:9]=[C:8]([OH:12])[CH:7]=1.C(OC(=O)[C@@H](OC)CC1C=CC(O[CH2:29][CH2:30][Br:31])=CC=1)C, predict the reaction product. The product is: [CH3:1][O:2][C:3](=[O:15])[CH:4]([O:13][CH3:14])[CH2:5][C:6]1[CH:11]=[CH:10][CH:9]=[C:8]([O:12][CH2:29][CH2:30][Br:31])[CH:7]=1. (5) Given the reactants [F:1][C:2]1[CH:10]=[C:9]2[C:5]([CH:6]([CH2:12][CH2:13][CH2:14][CH2:15]OS(C)(=O)=O)[C:7](=[O:11])[NH:8]2)=[CH:4][CH:3]=1.[Cl:21][C:22]1[S:30][C:29]2[CH2:28][CH2:27][NH:26][CH2:25][C:24]=2[CH:23]=1, predict the reaction product. The product is: [ClH:21].[Cl:21][C:22]1[S:30][C:29]2[CH2:28][CH2:27][N:26]([CH2:15][CH2:14][CH2:13][CH2:12][CH:6]3[C:5]4[C:9](=[CH:10][C:2]([F:1])=[CH:3][CH:4]=4)[NH:8][C:7]3=[O:11])[CH2:25][C:24]=2[CH:23]=1. (6) Given the reactants [F:1][C:2]1[CH:7]=[CH:6][C:5]([N:8]2[CH:13]=[CH:12][CH:11]=[C:10]([C:14]([OH:16])=O)[C:9]2=[O:17])=[CH:4][CH:3]=1.[CH3:18][O:19][C:20]1[CH:21]=[C:22]2[C:27](=[CH:28][C:29]=1[O:30][CH3:31])[N:26]=[CH:25][CH:24]=[C:23]2[O:32][C:33]1[CH:39]=[CH:38][C:36]([NH2:37])=[CH:35][CH:34]=1.Cl.CN(C)CCCN=C=NCC.ON1C2C=CC=CC=2N=N1.CCN(CC)CC, predict the reaction product. The product is: [CH3:18][O:19][C:20]1[CH:21]=[C:22]2[C:27](=[CH:28][C:29]=1[O:30][CH3:31])[N:26]=[CH:25][CH:24]=[C:23]2[O:32][C:33]1[CH:34]=[CH:35][C:36]([NH:37][C:14]([C:10]2[C:9](=[O:17])[N:8]([C:5]3[CH:4]=[CH:3][C:2]([F:1])=[CH:7][CH:6]=3)[CH:13]=[CH:12][CH:11]=2)=[O:16])=[CH:38][CH:39]=1. (7) Given the reactants C([O:4][C:5]1[C:14]2[CH2:13][CH2:12][CH2:11][CH2:10][C:9]=2[CH:8]=[C:7]([CH3:15])[CH:6]=1)(=O)C.[OH-].[Na+], predict the reaction product. The product is: [CH3:15][C:7]1[CH:6]=[C:5]([OH:4])[C:14]2[CH2:13][CH2:12][CH2:11][CH2:10][C:9]=2[CH:8]=1.